From a dataset of Full USPTO retrosynthesis dataset with 1.9M reactions from patents (1976-2016). Predict the reactants needed to synthesize the given product. (1) The reactants are: [NH2:1][C:2]1([C:8]([OH:10])=[O:9])[CH2:7][CH2:6][CH2:5][CH2:4][CH2:3]1.[OH-].[Na+].[CH3:13][C:14]([O:17][C:18](O[C:18]([O:17][C:14]([CH3:16])([CH3:15])[CH3:13])=[O:19])=[O:19])([CH3:16])[CH3:15]. Given the product [C:14]([O:17][C:18]([NH:1][C:2]1([C:8]([OH:10])=[O:9])[CH2:7][CH2:6][CH2:5][CH2:4][CH2:3]1)=[O:19])([CH3:16])([CH3:15])[CH3:13], predict the reactants needed to synthesize it. (2) Given the product [F:1][C:2]1([F:36])[CH2:8][N:7]([C@@H:9]2[CH2:11][C@H:10]2[C:12]2[CH:17]=[CH:16][CH:15]=[CH:14][CH:13]=2)[C:6]2[N:18]=[C:19]([NH:22][C:23]3[CH:31]=[CH:30][C:26]([C:27]([NH:51][CH2:50][CH2:49][CH2:48][N:47]([CH3:52])[CH3:46])=[O:29])=[CH:25][C:24]=3[O:32][CH3:33])[N:20]=[CH:21][C:5]=2[N:4]([CH3:34])[C:3]1=[O:35], predict the reactants needed to synthesize it. The reactants are: [F:1][C:2]1([F:36])[CH2:8][N:7]([C@@H:9]2[CH2:11][C@H:10]2[C:12]2[CH:17]=[CH:16][CH:15]=[CH:14][CH:13]=2)[C:6]2[N:18]=[C:19]([NH:22][C:23]3[CH:31]=[CH:30][C:26]([C:27]([OH:29])=O)=[CH:25][C:24]=3[O:32][CH3:33])[N:20]=[CH:21][C:5]=2[N:4]([CH3:34])[C:3]1=[O:35].C(N(C(C)C)C(C)C)C.[CH3:46][N:47]([CH3:52])[CH2:48][CH2:49][CH2:50][NH2:51].